Dataset: Catalyst prediction with 721,799 reactions and 888 catalyst types from USPTO. Task: Predict which catalyst facilitates the given reaction. (1) Reactant: [F:1][C:2]1[C:11]([F:12])=[C:10]2[C:5]([CH:6]=[C:7]([OH:13])[CH:8]=[N:9]2)=[CH:4][CH:3]=1.[CH3:14][C:15]([C:17]1[C:22]([F:23])=[CH:21][CH:20]=[CH:19][C:18]=1F)=[O:16].C(=O)([O-])[O-].[K+].[K+].Cl. Product: [F:1][C:2]1[C:11]([F:12])=[C:10]2[C:5]([CH:6]=[C:7]([O:13][C:18]3[CH:19]=[CH:20][CH:21]=[C:22]([F:23])[C:17]=3[C:15](=[O:16])[CH3:14])[CH:8]=[N:9]2)=[CH:4][CH:3]=1. The catalyst class is: 9. (2) Reactant: [B:1]([OH:4])([OH:3])[OH:2].[CH2:5]([O:9][CH2:10][CH2:11][O:12][CH2:13][CH2:14][O:15][CH2:16][CH2:17]O)[CH2:6][CH2:7][CH3:8].[CH2:19]([N:23]([CH2:27][CH2:28][CH2:29][CH3:30])[CH2:24][CH2:25][OH:26])[CH2:20][CH2:21][CH3:22]. Product: [CH2:19]([N:23]([CH2:27][CH2:28][CH2:29][CH3:30])[CH2:24][CH2:25][OH:26])[CH2:20][CH2:21][CH3:22].[B:1]([O-:4])([O-:3])[O:2][CH2:17][CH2:16][O:15][CH2:14][CH2:13][O:12][CH2:11][CH2:10][O:9][CH2:5][CH2:6][CH2:7][CH3:8]. The catalyst class is: 11. (3) Reactant: [Cl:1][C:2]1[N:3]=[CH:4][C:5]2[NH:11][C:10](=[O:12])[CH2:9][CH2:8][N:7]([CH:13]3[CH2:17][CH2:16][CH2:15][CH2:14]3)[C:6]=2[N:18]=1.[CH:19]([N-]C(C)C)(C)C.[Li+].[CH:27](=[O:29])[CH3:28].C(OCC)(=O)C. Product: [Cl:1][C:2]1[N:3]=[CH:4][C:5]2[N:11]([CH3:19])[C:10](=[O:12])[CH:9]([CH:27]([OH:29])[CH3:28])[CH2:8][N:7]([CH:13]3[CH2:17][CH2:16][CH2:15][CH2:14]3)[C:6]=2[N:18]=1. The catalyst class is: 7.